This data is from Experimentally validated miRNA-target interactions with 360,000+ pairs, plus equal number of negative samples. The task is: Binary Classification. Given a miRNA mature sequence and a target amino acid sequence, predict their likelihood of interaction. (1) The miRNA is hsa-miR-155-5p with sequence UUAAUGCUAAUCGUGAUAGGGGUU. The protein sequence of the target gene is MWRLVPPKLGRLSRSLKLAALGSLLVLMVLHSPSLLASWQRNELTDRRFLQLNKCPACFGTSWCRRFLNGQVVFEAWGRLRLLDFLNVKNVYFAQYGEPREGGRRRVVLKRLGSQRELAQLDQSICKRATGRPRCDLLQAMPRTEFARLNGDVRLLTPEAVEGWSDLVHCPSQRLLDRLVRRYAETKDSGSFLLRNLKDSERMQLLLTLAFNPEPLVLQSFPSDEGWPFAKYLGACGRMVAVNYVGEELWSYFNAPWEKRVDLAWQLMEIAEQLTNNDFEFALYLLDVSFDNFAVGPRDG.... Result: 1 (interaction). (2) The miRNA is hsa-miR-4296 with sequence AUGUGGGCUCAGGCUCA. The protein sequence of the target gene is MDSVAFEDVAVNFTQEEWALLDPSQKNLYREVMQETLRNLTSIGKKWNNQYIEDEHQNPRRNLRRLIGERLSESKESHQHGEVLTQVPDDTLKKKTPGVQSYESSVCGEIGIGLSSLNRHLRAFSYSSSLAIHGRTHTGEKPYECKECGKAFRFPSSVRRHERIHSAKKPYECKQCGKAFSFPSSVRRHERIHSAKKPYECKQCGKALSYLVSFQTHMRMHTGERPHKCNICGKAFFSPSSLKRHEKSHTGEKRYKCKQCDKAFNCPSSFQYHERTHSGEKPYECTQCRKAFRSVKYLRV.... Result: 1 (interaction). (3) The miRNA is mmu-miR-669o-5p with sequence UAGUUGUGUGUGCAUGUUUAUGU. The protein sequence of the target gene is MNPQQQRMAAIGTDKELSDLLDFSAMFSPPVNSGKTRPTTLGSSQFSGSGMDERGGTTSWGTSGQPSPSYDSSRGFTDSPHYSDHLNDSRLGTHEGLSPTPFMNSNLIGKTSERGSFSLYSRDSGLSGCQSSLLRQDLGLGSPAQLSSSGKPGTPYYSFSATSSRRRPLHDSVALDPLQAKKVRKVPPGLPSSVYAPSPNSDDFNRESPSYPSPKPPTSMFASTFFMQDGTHSSSDLWSSSNGMSQPGFGGILGTSTSHMSQSSSYGSLHSHDRLSYPPHSVSPTDINTSLPPMSSFHRG.... Result: 0 (no interaction).